Dataset: hERG potassium channel inhibition data for cardiac toxicity prediction from Karim et al.. Task: Regression/Classification. Given a drug SMILES string, predict its toxicity properties. Task type varies by dataset: regression for continuous values (e.g., LD50, hERG inhibition percentage) or binary classification for toxic/non-toxic outcomes (e.g., AMES mutagenicity, cardiotoxicity, hepatotoxicity). Dataset: herg_karim. (1) The result is 1 (blocker). The drug is NC(=O)c1cc(-c2ccccc2F)sc1Nc1cccc(CN2CCOCC2)n1. (2) The compound is C[C@@H]1CCCN1CCCOc1ccc(N2CCN(C(=O)c3cc(F)cc(F)c3)CC2=O)cc1. The result is 0 (non-blocker). (3) The compound is CC(C)Oc1cc([C@H](C2=CNC(C(C)(C)O)C=C2)c2cc[n+]([O-])cc2)ccc1OC(F)F. The result is 0 (non-blocker).